Dataset: Reaction yield outcomes from USPTO patents with 853,638 reactions. Task: Predict the reaction yield, written as a fraction of the theoretical maximum amount of product (1.0 means a 100% yield; for example, 0.34 means a 34% yield). (1) The reactants are COC[O:4][CH:5]([C:11]1[C:20]2[C:15](=[CH:16][CH:17]=[CH:18][CH:19]=2)[CH:14]=[CH:13][C:12]=1[C:21]1[CH:22]=[CH:23][C:24]2[O:29][CH2:28][CH2:27][CH2:26][C:25]=2[CH:30]=1)[C:6]([O:8][CH2:9][CH3:10])=[O:7].FC(F)(F)C(O)=O. No catalyst specified. The product is [O:29]1[C:24]2[CH:23]=[CH:22][C:21]([C:12]3[CH:13]=[CH:14][C:15]4[C:20](=[CH:19][CH:18]=[CH:17][CH:16]=4)[C:11]=3[CH:5]([OH:4])[C:6]([O:8][CH2:9][CH3:10])=[O:7])=[CH:30][C:25]=2[CH2:26][CH2:27][CH2:28]1. The yield is 0.740. (2) The reactants are [F:1][CH:2]([F:13])[C:3]1[C:7]([C:8](Cl)=[O:9])=[C:6]([F:11])[N:5]([CH3:12])[N:4]=1.[Cl:14][C:15]1[C:16]([CH2:25][CH:26]([NH:28][CH:29]2[CH2:31][CH2:30]2)[CH3:27])=[N:17][CH:18]=[C:19]([C:21]([F:24])([F:23])[F:22])[CH:20]=1.C(N(CC)CC)C. The catalyst is O1CCCC1. The product is [Cl:14][C:15]1[C:16]([CH2:25][CH:26]([N:28]([CH:29]2[CH2:31][CH2:30]2)[C:8]([C:7]2[C:3]([CH:2]([F:13])[F:1])=[N:4][N:5]([CH3:12])[C:6]=2[F:11])=[O:9])[CH3:27])=[N:17][CH:18]=[C:19]([C:21]([F:24])([F:22])[F:23])[CH:20]=1. The yield is 0.470.